Dataset: Full USPTO retrosynthesis dataset with 1.9M reactions from patents (1976-2016). Task: Predict the reactants needed to synthesize the given product. (1) Given the product [Cl:26][C:27]1[C:35]2[C:30](=[CH:31][CH:32]=[C:33]([O:36][C:37]3[CH:42]=[CH:41][C:40]([Cl:43])=[C:39]([O:44][C:45]([F:47])([F:48])[F:46])[CH:38]=3)[CH:34]=2)[N:29]([C:49]2[CH:54]=[CH:53][C:52]([O:55][CH:56]([CH3:58])[CH3:57])=[CH:51][CH:50]=2)[C:28]=1[C:59]#[N:7], predict the reactants needed to synthesize it. The reactants are: C(OC(C1[N:7](C2C=CC(OC(C)C)=CC=2)C2C(C=1)=CC(O)=CC=2)=O)C.[Cl:26][C:27]1[C:35]2[C:30](=[CH:31][CH:32]=[C:33]([O:36][C:37]3[CH:42]=[CH:41][C:40]([Cl:43])=[C:39]([O:44][C:45]([F:48])([F:47])[F:46])[CH:38]=3)[CH:34]=2)[N:29]([C:49]2[CH:54]=[CH:53][C:52]([O:55][CH:56]([CH3:58])[CH3:57])=[CH:51][CH:50]=2)[C:28]=1[C:59](O)=O. (2) The reactants are: [N+:1]([C:4]1[C:9]2[CH2:10][CH:11]([CH2:13][OH:14])[O:12][C:8]=2[CH:7]=[CH:6][CH:5]=1)([O-])=O. Given the product [NH2:1][C:4]1[C:9]2[CH2:10][CH:11]([CH2:13][OH:14])[O:12][C:8]=2[CH:7]=[CH:6][CH:5]=1, predict the reactants needed to synthesize it.